From a dataset of Drug-target binding data from BindingDB using IC50 measurements. Regression. Given a target protein amino acid sequence and a drug SMILES string, predict the binding affinity score between them. We predict pIC50 (pIC50 = -log10(IC50 in M); higher means more potent). Dataset: bindingdb_ic50. (1) The drug is CC(Sc1cc(-c2cnn(C3CCNCC3)c2)cnc1N)c1c(Cl)ccc(F)c1Cl. The target protein sequence is MKAPAVLAPGILVLLFTLVQRSNGECKEALAKSEMNVNMKYQLPNFTAETPIQNVILHEHHIFLGATNYIYVLNEEDLQKVAEYKTGPVLEHPDCFPCQDCSSKANLSGGVWKDNINMALVVDTYYDDQLISCGSVNRGTCQRHVFPHNHTADIQSEVHCIFSPQIEEPSQCPDCVVSALGAKVLSSVKDRFINFFVGNTINSSYFPDHPLHSISVRRLKETKDGFMFLTDQSYIDVLPEFRDSYPIKYVHAFESNNFIYFLTVQRETLDAQTFHTRIIRFCSINSGLHSYMEMPLECILTEKRKKRSTKKEVFNILQAAYVSKPGAQLARQIGASLNDDILFGVFAQSKPDSAEPMDRSAMCAFPIKYVNDFFNKIVNKNNVRCLQHFYGPNHEHCFNRTLLRNSSGCEARRDEYRTEFTTALQRVDLFMGQFSEVLLTSISTFIKGDLTIANLGTSEGRFMQVVVSRSGPSTPHVNFLLDSHPVSPEVIVEHTLNQNG.... The pIC50 is 7.3. (2) The drug is CCCCCCCCCNC(N)=O. The target protein (Q25489) has sequence MYKILSSFVAGVAIGSGLVITYVLYNVPEPPELDLQRWWGIGTRPTEEDKSIRPFSIDFNDTVILDLKERLKNRRPFTKPLEGINSEYGMNTEYLETVLEYWLNEYNFKKRAELLNKFPHYKTRIQGLDLHFIRVKPEIKEGVQVLPLLMMHGWPSSSKEFDKVIPILTTPKHEYNIVFEVVAVDLPGYGFSEGTNKPGLNPVQIGVMMRNLMLRLGFEKFYIQAGDWGSQCATHMATLFPDQVLGLHTNMPLSSRPLSTVKLFIGALFPSLIVDAKYMDRIYPLKNLFSYILRETGYFHIQATKPDTIGVALTDSPAGLAGYLIEKMAICSNRDQLDTPHGGLENLNLDDVLDTVTINWINNCIVTSTRLYAEGFSWPEVLIVHRIPSMVPTAGINFKYEVLYQPDWILRDKFPNLVRSTVLDFGGHFAALHTPQALADDIFASAVQFLKFHDRKRNQKSS. The pIC50 is 4.0. (3) The target protein (P0A6I6) has sequence MQKRAIYPGTFDPITNGHIDIVTRATQMFDHVILAIAASPSKKPMFTLEERVALAQQATAHLGNVEVVGFSDLMANFARNQHATVLIRGLRAVADFEYEMQLAHMNRHLMPELESVFLMPSKEWSFISSSLVKEVARHQGDVTHFLPENVHQALMAKLA. The pIC50 is 4.8. The drug is O=C(O)c1cc2nc3ccc(Cl)cc3c(=O)n2[nH]1.